Dataset: Forward reaction prediction with 1.9M reactions from USPTO patents (1976-2016). Task: Predict the product of the given reaction. The product is: [CH3:34][O:35][C:36]([C:38]1[CH:47]=[C:46]([N:48]2[CH2:49][CH2:50][N:51]([CH3:54])[CH2:52][CH2:53]2)[C:45]2[C:40](=[C:41]([OH:55])[CH:42]=[CH:43][CH:44]=2)[N:39]=1)=[O:37]. Given the reactants COC(C1C=C(NS(C2C=CC(C)=CC=2)(=O)=O)C2C(=C(OCC3C=CC=CC=3)C=CC=2)N=1)=O.[CH3:34][O:35][C:36]([C:38]1[CH:47]=[C:46]([N:48]2[CH2:53][CH2:52][N:51]([CH3:54])[CH2:50][CH2:49]2)[C:45]2[C:40](=[C:41]([O:55]CC3C=CC=CC=3)[CH:42]=[CH:43][CH:44]=2)[N:39]=1)=[O:37], predict the reaction product.